Dataset: M1 muscarinic receptor antagonist screen with 61,756 compounds. Task: Binary Classification. Given a drug SMILES string, predict its activity (active/inactive) in a high-throughput screening assay against a specified biological target. The compound is s1c2c(n(c(C(=O)N3CC(CCC3)C(O)=O)c2)CC)cc1. The result is 0 (inactive).